From a dataset of Forward reaction prediction with 1.9M reactions from USPTO patents (1976-2016). Predict the product of the given reaction. (1) Given the reactants [Cl:1][C:2]1[CH:7]=[C:6]([OH:8])[CH:5]=[CH:4][C:3]=1[CH:9]([CH3:26])[C:10]([C:16]1[CH:23]=[C:22]([CH3:24])[C:19]([C:20]#[N:21])=[C:18]([CH3:25])[CH:17]=1)([OH:15])[C:11]([F:14])([F:13])[F:12].[CH3:27][O:28][C:29](=[O:41])[C:30]1[C:35]([C:36]([F:39])([F:38])[F:37])=[CH:34][C:33](Cl)=[N:32][CH:31]=1.C(N(CC)CC)C.N12CCN(CC1)CC2, predict the reaction product. The product is: [CH3:27][O:28][C:29](=[O:41])[C:30]1[C:35]([C:36]([F:37])([F:38])[F:39])=[CH:34][C:33]([O:8][C:6]2[CH:5]=[CH:4][C:3]([CH:9]([CH3:26])[C:10]([C:16]3[CH:17]=[C:18]([CH3:25])[C:19]([C:20]#[N:21])=[C:22]([CH3:24])[CH:23]=3)([OH:15])[C:11]([F:14])([F:12])[F:13])=[C:2]([Cl:1])[CH:7]=2)=[N:32][CH:31]=1. (2) Given the reactants [H-].[Na+].[O:3]=[C:4]1[C:16]2[NH:15][C:14]3[C:9](=[CH:10][CH:11]=[CH:12][CH:13]=3)[C:8]=2[CH2:7][CH2:6][NH:5]1.[CH3:17][Si:18]([CH3:25])([CH3:24])[CH2:19][CH2:20][O:21][CH2:22]Cl, predict the reaction product. The product is: [CH3:17][Si:18]([CH3:25])([CH3:24])[CH2:19][CH2:20][O:21][CH2:22][N:15]1[C:14]2[C:9](=[CH:10][CH:11]=[CH:12][CH:13]=2)[C:8]2[CH2:7][CH2:6][NH:5][C:4](=[O:3])[C:16]1=2. (3) Given the reactants I[C:2]1[CH:7]=[CH:6][CH:5]=[CH:4][C:3]=1[S:8]([CH3:11])(=[O:10])=[O:9].[CH3:12][O:13][C:14](=[O:39])[C:15]1[CH:20]=[CH:19][CH:18]=[C:17]([CH2:21][N:22]([C:33]2[CH:38]=[CH:37][CH:36]=[CH:35][CH:34]=2)[C:23](=[O:32])[C:24]#[C:25][C:26]2[CH:31]=[CH:30][CH:29]=[CH:28][CH:27]=2)[CH:16]=1, predict the reaction product. The product is: [CH3:12][O:13][C:14](=[O:39])[C:15]1[CH:20]=[CH:19][CH:18]=[C:17]([CH2:21][N:22]2[C:33]3[C:38](=[CH:37][CH:36]=[CH:35][CH:34]=3)/[C:24](=[C:25](\[C:2]3[CH:7]=[CH:6][CH:5]=[CH:4][C:3]=3[S:8]([CH3:11])(=[O:10])=[O:9])/[C:26]3[CH:27]=[CH:28][CH:29]=[CH:30][CH:31]=3)/[C:23]2=[O:32])[CH:16]=1. (4) Given the reactants [Li+].C[Si]([N-][Si](C)(C)C)(C)C.[Cl:11][C:12]1[CH:17]=[CH:16][CH:15]=[CH:14][C:13]=1[NH2:18].[Br:19][C:20]1[C:21]([F:31])=[C:22]([F:30])[C:23](F)=[C:24]([CH:28]=1)[C:25]([OH:27])=[O:26], predict the reaction product. The product is: [Br:19][C:20]1[C:21]([F:31])=[C:22]([F:30])[C:23]([NH:18][C:13]2[CH:14]=[CH:15][CH:16]=[CH:17][C:12]=2[Cl:11])=[C:24]([CH:28]=1)[C:25]([OH:27])=[O:26]. (5) Given the reactants [CH2:1]([O:3][C:4]([C:6]1([C:9]2[CH:14]=[CH:13][C:12]([C:15]3[CH:20]=[CH:19][C:18]([C:21]4[S:22][C:23]([Cl:29])=[CH:24][C:25]=4C(=O)N)=[CH:17][C:16]=3[NH:30][C:31]([O:33][C:34]([CH3:37])([CH3:36])[CH3:35])=[O:32])=[CH:11][CH:10]=2)[CH2:8][CH2:7]1)=[O:5])[CH3:2].[N:38]1[CH:43]=CC=CC=1.[C:44]1([C@H:50]([OH:52])[CH3:51])[CH:49]=[CH:48][CH:47]=[CH:46][CH:45]=1.FC(F)(F)C(OI(C1C=CC=CC=1)OC(=O)C(F)(F)F)=[O:56], predict the reaction product. The product is: [CH2:1]([O:3][C:4]([C:6]1([C:9]2[CH:14]=[CH:13][C:12]([C:15]3[CH:20]=[CH:19][C:18]([C:21]4[S:22][C:23]([Cl:29])=[CH:24][C:25]=4[NH:38][C:43]([O:52][C@@H:50]([C:44]4[CH:49]=[CH:48][CH:47]=[CH:46][CH:45]=4)[CH3:51])=[O:56])=[CH:17][C:16]=3[NH:30][C:31]([O:33][C:34]([CH3:37])([CH3:36])[CH3:35])=[O:32])=[CH:11][CH:10]=2)[CH2:7][CH2:8]1)=[O:5])[CH3:2]. (6) Given the reactants [C:1]([C:3]1[CH:8]=[CH:7][C:6]([C:9]2[CH:10]=[CH:11][C:12](=[O:15])[NH:13][N:14]=2)=[CH:5][CH:4]=1)#[N:2].[CH2:16]([O:18][C:19](=[O:29])[NH:20][C:21]1[CH:26]=[CH:25][CH:24]=[C:23]([CH2:27]O)[CH:22]=1)[CH3:17].C1(P(C2C=CC=CC=2)C2C=CC=CC=2)C=CC=CC=1.N(C(OCC)=O)=NC(OCC)=O, predict the reaction product. The product is: [CH2:16]([O:18][C:19](=[O:29])[NH:20][C:21]1[CH:26]=[CH:25][CH:24]=[C:23]([CH2:27][N:13]2[C:12](=[O:15])[CH:11]=[CH:10][C:9]([C:6]3[CH:7]=[CH:8][C:3]([C:1]#[N:2])=[CH:4][CH:5]=3)=[N:14]2)[CH:22]=1)[CH3:17].